From a dataset of Forward reaction prediction with 1.9M reactions from USPTO patents (1976-2016). Predict the product of the given reaction. (1) Given the reactants [N:1]1[CH:6]=[CH:5][CH:4]=[CH:3][C:2]=1[NH:7][C:8]1[CH:33]=[CH:32][C:11]([O:12][C:13]2[C:14]([C:19]3[CH2:24][CH2:23][N:22]([C:25]([O:27][C:28]([CH3:31])([CH3:30])[CH3:29])=[O:26])[CH2:21][CH:20]=3)=[N:15][CH:16]=[CH:17][N:18]=2)=[CH:10][CH:9]=1, predict the reaction product. The product is: [N:1]1[CH:6]=[CH:5][CH:4]=[CH:3][C:2]=1[NH:7][C:8]1[CH:9]=[CH:10][C:11]([O:12][C:13]2[C:14]([CH:19]3[CH2:20][CH2:21][N:22]([C:25]([O:27][C:28]([CH3:29])([CH3:30])[CH3:31])=[O:26])[CH2:23][CH2:24]3)=[N:15][CH:16]=[CH:17][N:18]=2)=[CH:32][CH:33]=1. (2) Given the reactants [CH3:1][O:2][C:3]([N:5]1[CH2:10][C:9](=[O:11])[N:8]2[CH:12]([C:15]([OH:17])=O)[CH2:13][CH2:14][CH:7]2[CH2:6]1)=[O:4].CN(C(ON1N=NC2C=CC=NC1=2)=[N+](C)C)C.F[P-](F)(F)(F)(F)F.CN1CCOCC1.Cl.[NH2:50][CH2:51][C:52]([C:54]1[CH:59]=[CH:58][C:57]([Br:60])=[CH:56][CH:55]=1)=[O:53], predict the reaction product. The product is: [CH3:1][O:2][C:3]([N:5]1[CH2:10][C:9](=[O:11])[N:8]2[CH:12]([C:15](=[O:17])[NH:50][CH2:51][C:52]([C:54]3[CH:59]=[CH:58][C:57]([Br:60])=[CH:56][CH:55]=3)=[O:53])[CH2:13][CH2:14][CH:7]2[CH2:6]1)=[O:4]. (3) The product is: [CH3:7][O:8][C:9]1[CH:10]=[C:11]([CH:14]=[CH:15][C:16]=1[N:17]1[CH:21]=[C:20]([CH3:22])[N:19]=[CH:18]1)/[CH:12]=[C:34]1/[C:35](=[O:36])[N:31]([C:28]2[CH:27]=[CH:26][C:25]([O:24][CH3:23])=[CH:30][CH:29]=2)[C:32](=[S:37])[NH:33]/1. Given the reactants N1CCCCC1.[CH3:7][O:8][C:9]1[CH:10]=[C:11]([CH:14]=[CH:15][C:16]=1[N:17]1[CH:21]=[C:20]([CH3:22])[N:19]=[CH:18]1)[CH:12]=O.[CH3:23][O:24][C:25]1[CH:30]=[CH:29][C:28]([N:31]2[C:35](=[O:36])[CH2:34][NH:33][C:32]2=[S:37])=[CH:27][CH:26]=1, predict the reaction product.